Dataset: Forward reaction prediction with 1.9M reactions from USPTO patents (1976-2016). Task: Predict the product of the given reaction. The product is: [Cl:7][C:8]1[CH:9]=[CH:10][C:11]([CH:14]([OH:18])[CH2:15][CH2:16][NH:17][C:31](=[O:32])[O:30][C:27]([CH3:29])([CH3:28])[CH3:26])=[CH:12][CH:13]=1. Given the reactants [H-].[H-].[H-].[H-].[Li+].[Al+3].[Cl:7][C:8]1[CH:13]=[CH:12][C:11]([C:14](=[O:18])[CH2:15][C:16]#[N:17])=[CH:10][CH:9]=1.CCN(CC)CC.[CH3:26][C:27]([O:30][C:31](O[C:31]([O:30][C:27]([CH3:29])([CH3:28])[CH3:26])=[O:32])=[O:32])([CH3:29])[CH3:28], predict the reaction product.